Dataset: Forward reaction prediction with 1.9M reactions from USPTO patents (1976-2016). Task: Predict the product of the given reaction. (1) Given the reactants Cl[C:2]1[N:11]=[C:10]([N:12]2[CH2:16][CH2:15][CH:14]([C@@H:17]([OH:19])[CH3:18])[CH2:13]2)[C:9]2[C:4](=[N:5][CH:6]=[CH:7][N:8]=2)[CH:3]=1.[O:20]1[CH2:25][CH2:24][N:23]([C:26]2[CH:31]=[CH:30][C:29](B(O)O)=[CH:28][CH:27]=2)[CH2:22][CH2:21]1, predict the reaction product. The product is: [O:20]1[CH2:25][CH2:24][N:23]([C:26]2[CH:31]=[CH:30][C:29]([C:2]3[N:11]=[C:10]([N:12]4[CH2:16][CH2:15][CH:14]([C@@H:17]([OH:19])[CH3:18])[CH2:13]4)[C:9]4[C:4](=[N:5][CH:6]=[CH:7][N:8]=4)[CH:3]=3)=[CH:28][CH:27]=2)[CH2:22][CH2:21]1. (2) The product is: [NH2:14][C:15]1[N:20]=[CH:19][N:18]=[C:17]([NH:21][C@H:22]([C:24]2[N:25]=[C:26]3[CH:38]=[CH:37][CH:36]=[C:35]([C:39]([NH:13][CH:10]4[CH2:12][CH2:11]4)=[O:41])[N:3]3[C:2]=2[C:62]2[CH:63]=[CH:64][CH:65]=[CH:66][CH:67]=2)[CH3:23])[C:16]=1[C:42]#[N:43]. Given the reactants C[CH2:2][N:3](C(C)C)C(C)C.[CH:10]1([NH2:13])[CH2:12][CH2:11]1.[NH2:14][C:15]1[N:20]=[CH:19][N:18]=[C:17]([NH:21][C@H:22]([C:24]2N(C3C=CC=CC=3)C3[C:35]([C:39]([OH:41])=O)=[CH:36][CH:37]=[CH:38][C:26]=3[N:25]=2)[CH3:23])[C:16]=1[C:42]#[N:43].C1CN([P+](ON2N=N[C:63]3[CH:64]=[CH:65][CH:66]=[CH:67][C:62]2=3)(N2CCCC2)N2CCCC2)CC1.F[P-](F)(F)(F)(F)F, predict the reaction product. (3) Given the reactants Cl.[CH:2]1([N:5]([CH2:36][C:37]2[CH:42]=[CH:41][CH:40]=[C:39]([CH3:43])[C:38]=2[CH3:44])[C:6]([CH:8]2[C@@H:13]([NH:14][C:15](=[O:35])[C:16]3[CH:21]=[CH:20][C:19]([O:22][CH2:23][CH2:24][O:25][C:26]4[C:31]([Cl:32])=[CH:30][C:29]([CH3:33])=[CH:28][C:27]=4[Cl:34])=[CH:18][CH:17]=3)[CH2:12][CH2:11][NH:10][CH2:9]2)=[O:7])[CH2:4][CH2:3]1.C(N(CC)CC)C.O, predict the reaction product. The product is: [CH:2]1([N:5]([CH2:36][C:37]2[CH:42]=[CH:41][CH:40]=[C:39]([CH3:43])[C:38]=2[CH3:44])[C:6]([CH:8]2[C@@H:13]([NH:14][C:15](=[O:35])[C:16]3[CH:21]=[CH:20][C:19]([O:22][CH2:23][CH2:24][O:25][C:26]4[C:27]([Cl:34])=[CH:28][C:29]([CH3:33])=[CH:30][C:31]=4[Cl:32])=[CH:18][CH:17]=3)[CH2:12][CH2:11][NH:10][CH2:9]2)=[O:7])[CH2:4][CH2:3]1. (4) Given the reactants [C:1](=O)([O-])[O-].[C:5](=[O:10])([O:8][CH3:9])[O:6][CH3:7].[C:11]1(=O)[O:15][CH2:14][CH2:13]O1.C(O)[C:18]1[O:22][CH:21]=[CH:20][CH:19]=1, predict the reaction product. The product is: [C:5](=[O:10])([O:8][CH2:9][C:11]1[O:15][CH:14]=[CH:13][CH:1]=1)[O:6][CH2:7][C:21]1[O:22][CH:18]=[CH:19][CH:20]=1. (5) The product is: [CH3:25][S:26]([C:29]1[CH:34]=[CH:33][C:32]([C:2]2[CH:7]=[CH:6][C:5]([CH:8]([C:19]3[CH:24]=[CH:23][CH:22]=[CH:21][CH:20]=3)[CH2:9]/[C:10](/[C:13]3[CH:18]=[CH:17][N:16]=[CH:15][CH:14]=3)=[N:11]\[OH:12])=[CH:4][CH:3]=2)=[CH:31][CH:30]=1)(=[O:28])=[O:27]. Given the reactants Br[C:2]1[CH:7]=[CH:6][C:5]([CH:8]([C:19]2[CH:24]=[CH:23][CH:22]=[CH:21][CH:20]=2)[CH2:9]/[C:10](/[C:13]2[CH:18]=[CH:17][N:16]=[CH:15][CH:14]=2)=[N:11]\[OH:12])=[CH:4][CH:3]=1.[CH3:25][S:26]([C:29]1[CH:34]=[CH:33][C:32](B(O)O)=[CH:31][CH:30]=1)(=[O:28])=[O:27], predict the reaction product.